Dataset: Catalyst prediction with 721,799 reactions and 888 catalyst types from USPTO. Task: Predict which catalyst facilitates the given reaction. (1) Product: [O:7]([C:8]1[CH:13]=[CH:12][C:11]([N:14]2[C:18]3=[N:19][CH:20]=[C:21]([Cl:23])[CH:22]=[C:17]3[CH:16]=[CH:15]2)=[CH:10][C:9]=1[Cl:24])[C@H:6]1[O:25][C@H:26]([CH2:37][OH:38])[C@@H:27]([OH:33])[C@H:28]([OH:29])[C@@H:5]1[OH:4]. The catalyst class is: 5. Reactant: C([O:4][C@H:5]1[C@@H:28]([O:29]C(=O)C)[C@H:27]([O:33]C(=O)C)[C@@H:26]([CH2:37][O:38]C(=O)C)[O:25][C@@H:6]1[O:7][C:8]1[CH:13]=[CH:12][C:11]([N:14]2[C:18]3=[N:19][CH:20]=[C:21]([Cl:23])[CH:22]=[C:17]3[CH:16]=[CH:15]2)=[CH:10][C:9]=1[Cl:24])(=O)C. (2) Reactant: [NH2:1][CH2:2][C:3]1[C:4](=[O:9])[NH:5][CH:6]=[N:7][N:8]=1.F[B-](F)(F)F.N1(OC(N(C)C)=[N+](C)C)C2C=CC=CC=2N=N1.[CH:32]1([C:38](O)=O)[CH2:37][CH2:36][CH2:35][CH2:34][CH2:33]1.C(N(CC)C(C)C)(C)C.P(Cl)(Cl)(Cl)=O. Product: [CH:32]1([C:38]2[N:8]3[C:3]([C:4](=[O:9])[NH:5][CH:6]=[N:7]3)=[CH:2][N:1]=2)[CH2:37][CH2:36][CH2:35][CH2:34][CH2:33]1. The catalyst class is: 618. (3) Reactant: FC(F)(F)C(O)=O.[CH3:8][CH:9]([O:13][C:14]1[N:22]=[C:21]2[C:17]([N:18]=[C:19]([O:23][CH3:24])[NH:20]2)=[C:16]([NH2:25])[N:15]=1)[CH2:10][CH2:11][CH3:12].C(=O)([O-])[O-].[K+].[K+].Br[CH2:33][CH:34]1[CH2:39][CH2:38][O:37][CH2:36][CH2:35]1. The catalyst class is: 31. Product: [CH3:8][CH:9]([O:13][C:14]1[N:22]=[C:21]2[C:17]([N:18]=[C:19]([O:23][CH3:24])[N:20]2[CH2:33][CH:34]2[CH2:39][CH2:38][O:37][CH2:36][CH2:35]2)=[C:16]([NH2:25])[N:15]=1)[CH2:10][CH2:11][CH3:12].